From a dataset of Full USPTO retrosynthesis dataset with 1.9M reactions from patents (1976-2016). Predict the reactants needed to synthesize the given product. (1) The reactants are: C([O:3][C:4]([C:6]1[N:7]=[N:8][N:9]([C:11]2[CH:16]=[CH:15][CH:14]=[C:13]([Cl:17])[CH:12]=2)[N:10]=1)=[O:5])C.O.[Li+].[OH-]. Given the product [Cl:17][C:13]1[CH:12]=[C:11]([N:9]2[N:8]=[N:7][C:6]([C:4]([OH:5])=[O:3])=[N:10]2)[CH:16]=[CH:15][CH:14]=1, predict the reactants needed to synthesize it. (2) Given the product [NH2:1][C:2]1[C:3]([CH3:18])=[C:4]2[C:5](=[CH:9][C:10]=1[N+:11]([O-:13])=[O:12])[C:6](=[O:8])[N:45]([CH2:44][CH2:43][N:42]([CH3:46])[CH3:41])[C:14]2=[O:16], predict the reactants needed to synthesize it. The reactants are: [NH2:1][C:2]1[C:10]([N+:11]([O-:13])=[O:12])=[CH:9][C:5]([C:6]([OH:8])=O)=[C:4]([C:14]([O:16]C)=O)[C:3]=1[CH3:18].CCN=C=NCCCN(C)C.Cl.C1C=CC2N(O)N=NC=2C=1.[CH3:41][N:42]([CH3:46])[CH2:43][CH2:44][NH2:45]. (3) The reactants are: [CH3:1][O:2][C:3]1[CH:4]=[C:5]([CH2:12][OH:13])[CH:6]=[C:7]([N+:9]([O-:11])=[O:10])[CH:8]=1.[Cr](O[Cr]([O-])(=O)=O)([O-])(=O)=O.[NH+]1C=CC=CC=1.[NH+]1C=CC=CC=1. Given the product [CH3:1][O:2][C:3]1[CH:4]=[C:5]([CH:6]=[C:7]([N+:9]([O-:11])=[O:10])[CH:8]=1)[CH:12]=[O:13], predict the reactants needed to synthesize it.